This data is from Reaction yield outcomes from USPTO patents with 853,638 reactions. The task is: Predict the reaction yield, written as a fraction of the theoretical maximum amount of product (1.0 means a 100% yield; for example, 0.34 means a 34% yield). (1) The reactants are [C:1]([O:4][C:5](=O)[CH3:6])(=[O:3])[CH3:2].[CH3:8][O:9][CH2:10][O:11][C:12]1[CH:21]=[CH:20][C:19]2[O:18][CH:17]([C:22]3[CH:27]=[CH:26][C:25]([O:28][CH2:29][O:30][CH3:31])=[CH:24][CH:23]=3)[CH:16]3[CH2:32]C(O)C[CH:15]3[C:14]=2[CH:13]=1.CCN(CC)CC. The catalyst is CN(C1C=CN=CC=1)C.C(Cl)Cl.CCOC(C)=O. The product is [CH3:8][O:9][CH2:10][O:11][C:12]1[CH:21]=[CH:20][C:19]2[O:18][CH:17]([C:22]3[CH:27]=[CH:26][C:25]([O:28][CH2:29][O:30][CH3:31])=[CH:24][CH:23]=3)[CH:16]3[CH2:32][CH:5]([O:4][C:1](=[O:3])[CH3:2])[CH2:6][CH:15]3[C:14]=2[CH:13]=1. The yield is 0.830. (2) The reactants are [C-]1C2C(=CC=CC=2)C=CC=1.[Li+].[CH2:12]([N:19]1[C@@H:24]2[C@H:25](S(C3C=CC=CC=3)(=O)=O)[CH2:26][C@@:20]1([C:37]1[CH:42]=[CH:41][CH:40]=[CH:39][CH:38]=1)[C@H:21]([OH:36])[CH2:22][CH2:23]2)[C:13]1[CH:18]=[CH:17][CH:16]=[CH:15][CH:14]=1. The product is [CH2:12]([N:19]1[C@@H:24]2[CH2:25][CH2:26][C@@:20]1([C:37]1[CH:42]=[CH:41][CH:40]=[CH:39][CH:38]=1)[C@H:21]([OH:36])[CH2:22][CH2:23]2)[C:13]1[CH:14]=[CH:15][CH:16]=[CH:17][CH:18]=1. The catalyst is C1COCC1. The yield is 0.846. (3) The reactants are [NH2:1][C:2]1[C:3]([Cl:24])=[C:4]([NH:10][CH:11]2[CH2:16][CH2:15][N:14]([C:17]([O:19][C:20]([CH3:23])([CH3:22])[CH3:21])=[O:18])[CH2:13][CH2:12]2)[CH:5]=[C:6]([C:8]#[N:9])[CH:7]=1.Cl[C:26]1[N:31]=[C:30]([N:32]([CH:42]2[CH2:44][CH2:43]2)[CH2:33][C:34]2[CH:39]=[CH:38][C:37]([O:40][CH3:41])=[CH:36][CH:35]=2)[C:29]2=[N:45][CH:46]=[C:47]([C:48]#[N:49])[N:28]2[N:27]=1.C([O-])([O-])=O.[Cs+].[Cs+].C1(P(C2C=CC=CC=2)C2C3OC4C(=CC=CC=4P(C4C=CC=CC=4)C4C=CC=CC=4)C(C)(C)C=3C=CC=2)C=CC=CC=1. The catalyst is C1C=CC(P(C2C=CC=CC=2)[C-]2C=CC=C2)=CC=1.C1C=CC(P(C2C=CC=CC=2)[C-]2C=CC=C2)=CC=1.[Fe+2].CC([O-])=O.CC([O-])=O.[Pd+2]. The product is [Cl:24][C:3]1[C:2]([NH:1][C:26]2[N:31]=[C:30]([N:32]([CH:42]3[CH2:44][CH2:43]3)[CH2:33][C:34]3[CH:39]=[CH:38][C:37]([O:40][CH3:41])=[CH:36][CH:35]=3)[C:29]3=[N:45][CH:46]=[C:47]([C:48]#[N:49])[N:28]3[N:27]=2)=[CH:7][C:6]([C:8]#[N:9])=[CH:5][C:4]=1[NH:10][CH:11]1[CH2:12][CH2:13][N:14]([C:17]([O:19][C:20]([CH3:21])([CH3:23])[CH3:22])=[O:18])[CH2:15][CH2:16]1. The yield is 0.680. (4) The reactants are C([O:9][C:10]1[CH:15]=[C:14]([I:16])[C:13]([O:17][C:18]2[CH:23]=[CH:22][C:21]([O:24][CH3:25])=[C:20]([CH:26]([CH3:28])[CH3:27])[CH:19]=2)=[C:12]([I:29])[CH:11]=1)(=O)C1C=CC=CC=1.[OH-].[Na+].Cl. The catalyst is CO.O. The product is [I:16][C:14]1[CH:15]=[C:10]([OH:9])[CH:11]=[C:12]([I:29])[C:13]=1[O:17][C:18]1[CH:23]=[CH:22][C:21]([O:24][CH3:25])=[C:20]([CH:26]([CH3:27])[CH3:28])[CH:19]=1. The yield is 0.950. (5) The reactants are [I:1]NC(=O)CCC(N)=O.[Cl:10][C:11]1[CH:16]=[CH:15][C:14]([OH:17])=[CH:13][C:12]=1[F:18].S(=O)(=O)(O)O. The catalyst is C(O)(=O)C. The product is [Cl:10][C:11]1[C:12]([F:18])=[CH:13][C:14]([OH:17])=[C:15]([I:1])[CH:16]=1. The yield is 0.540. (6) The reactants are [CH2:1]([O:3][C:4]1[CH:5]=[C:6]([C@H:12]([N:18]2[C:26](=[O:27])[C:25]3[C:20](=[CH:21][CH:22]=[CH:23][C:24]=3[NH:28][C:29]([CH:31]3[CH2:33][CH2:32]3)=[O:30])[CH2:19]2)[CH2:13][C:14](=[O:17])[NH:15][OH:16])[CH:7]=[CH:8][C:9]=1[O:10][CH3:11])[CH3:2].[C:34](Cl)(=[O:38])[CH:35]([CH3:37])[CH3:36]. The catalyst is C(#N)C. The product is [CH2:1]([O:3][C:4]1[CH:5]=[C:6]([C@H:12]([N:18]2[C:26](=[O:27])[C:25]3[C:20](=[CH:21][CH:22]=[CH:23][C:24]=3[NH:28][C:29]([CH:31]3[CH2:33][CH2:32]3)=[O:30])[CH2:19]2)[CH2:13][C:14](=[O:17])[NH:15][O:16][C:34](=[O:38])[CH:35]([CH3:37])[CH3:36])[CH:7]=[CH:8][C:9]=1[O:10][CH3:11])[CH3:2]. The yield is 0.660. (7) The reactants are [O:1]=[C:2]1[NH:6][CH:5]([CH2:7][CH2:8][C:9]2[CH:14]=[CH:13][CH:12]=[CH:11][CH:10]=2)[C:4](=[O:15])[N:3]1[CH:16]([CH:20]([CH3:22])[CH3:21])[C:17](O)=[O:18].F[P-](F)(F)(F)(F)F.[N:30]1([O:39][P+](N(C)C)(N(C)C)N(C)C)C2C=CC=CC=2N=N1.CN1CCOCC1. The catalyst is CN(C=O)C. The product is [O:1]=[C:2]1[NH:6][CH:5]([CH2:7][CH2:8][C:9]2[CH:14]=[CH:13][CH:12]=[CH:11][CH:10]=2)[C:4](=[O:15])[N:3]1[CH:16]([CH:20]([CH3:22])[CH3:21])[C:17]([NH:30][OH:39])=[O:18]. The yield is 0.550.